Dataset: Catalyst prediction with 721,799 reactions and 888 catalyst types from USPTO. Task: Predict which catalyst facilitates the given reaction. Reactant: [Br:1][C:2]1[CH:7]=[CH:6][C:5]([O:8][CH2:9][CH2:10][O:11][CH3:12])=[CH:4][C:3]=1[CH2:13][CH2:14][CH2:15][OH:16].[H-].[Na+].[CH3:19]I. Product: [Br:1][C:2]1[CH:7]=[CH:6][C:5]([O:8][CH2:9][CH2:10][O:11][CH3:12])=[CH:4][C:3]=1[CH2:13][CH2:14][CH2:15][O:16][CH3:19]. The catalyst class is: 118.